From a dataset of Catalyst prediction with 721,799 reactions and 888 catalyst types from USPTO. Predict which catalyst facilitates the given reaction. (1) Reactant: [F:1][C:2]1[C:3]([NH2:9])=[N:4][C:5]([F:8])=[CH:6][CH:7]=1.[Cl:10][CH:11]([Cl:16])[C:12]([CH2:14]Cl)=O. Product: [Cl:10][CH:11]([Cl:16])[C:12]1[N:9]=[C:3]2[C:2]([F:1])=[CH:7][CH:6]=[C:5]([F:8])[N:4]2[CH:14]=1. The catalyst class is: 12. (2) Reactant: [F:1][C:2]([F:35])([F:34])[C:3]1[CH:4]=[C:5]([CH2:13][CH:14]([NH:19][C:20]2[C:25]([C:26]([O:28][CH2:29][CH3:30])=[O:27])=[CH:24][N:23]=[C:22](S(C)=O)[N:21]=2)C(OC)=O)[CH:6]=[C:7]([C:9]([F:12])([F:11])[F:10])[CH:8]=1.[CH3:36][O-:37].[Na+].C(O)(=O)C[C:41](CC(O)=O)(C(O)=O)[OH:42].[C:52](=[O:55])(O)[O-].[Na+]. Product: [F:1][C:2]([F:34])([F:35])[C:3]1[CH:4]=[C:5]([C:13](=[C:41]=[O:42])[CH:14]([NH:19][C:20]2[C:25]([C:26]([O:28][CH2:29][CH3:30])=[O:27])=[CH:24][N:23]=[C:22]([O:55][CH3:52])[N:21]=2)[O:37][CH3:36])[CH:6]=[C:7]([C:9]([F:11])([F:12])[F:10])[CH:8]=1. The catalyst class is: 83. (3) Reactant: [N+:1]([C:4]1[CH:9]=[CH:8][C:7]([CH2:10][C:11]([O:13][CH2:14][CH3:15])=[O:12])=[CH:6][C:5]=1[O:16][CH2:17][C:18]([F:21])([F:20])[F:19])([O-:3])=[O:2].[H-].[Na+].[CH2:24](Br)[CH:25]([CH3:27])[CH3:26].[NH4+].[Cl-]. Product: [CH3:24][CH:25]([CH3:27])[CH2:26][CH:10]([C:7]1[CH:8]=[CH:9][C:4]([N+:1]([O-:3])=[O:2])=[C:5]([O:16][CH2:17][C:18]([F:19])([F:20])[F:21])[CH:6]=1)[C:11]([O:13][CH2:14][CH3:15])=[O:12]. The catalyst class is: 3. (4) Reactant: [NH2:1][CH2:2][C:3]1[C:4]([CH3:13])=[CH:5][C:6]([CH2:11][OH:12])=[N:7][C:8]=1[O:9][CH3:10].[Br:14][C:15]1[CH:16]=[C:17]([C:28](O)=[O:29])[C:18]2[C:19]([CH3:27])=[CH:20][N:21]([CH:24]([CH3:26])[CH3:25])[C:22]=2[CH:23]=1.C1C=NC2N(O)N=NC=2C=1.C(Cl)CCl. The catalyst class is: 139. Product: [Br:14][C:15]1[CH:16]=[C:17]([C:28]([NH:1][CH2:2][C:3]2[C:8]([O:9][CH3:10])=[N:7][C:6]([CH2:11][OH:12])=[CH:5][C:4]=2[CH3:13])=[O:29])[C:18]2[C:19]([CH3:27])=[CH:20][N:21]([CH:24]([CH3:25])[CH3:26])[C:22]=2[CH:23]=1. (5) Reactant: [CH3:1][O:2][C:3](=[O:9])[C@H:4]([CH:6]([CH3:8])[CH3:7])[NH2:5].[CH3:10][N:11]1[CH2:16][CH2:15][O:14][CH2:13][CH2:12]1.[Cl-].N1CC[O:21]CC1. Product: [CH3:1][O:2][C:3](=[O:9])[C@H:4]([CH:6]([CH3:8])[CH3:7])[NH:5][C:10]([N:11]1[CH2:16][CH2:15][O:14][CH2:13][CH2:12]1)=[O:21]. The catalyst class is: 118. (6) Reactant: [CH:1]1([NH:6][C:7](=[O:19])[NH:8][CH:9]([C:11]2[S:15][C:14]([C:16]([OH:18])=O)=[CH:13][CH:12]=2)[CH3:10])[CH2:5][CH2:4][CH2:3][CH2:2]1.CN(C(ON1N=NC2C=CC=NC1=2)=[N+](C)C)C.F[P-](F)(F)(F)(F)F.C(N(CC)C(C)C)(C)C.[O:53]1[CH2:58][CH2:57][CH2:56][CH2:55][CH:54]1[O:59][NH2:60]. Product: [CH:1]1([NH:6][C:7](=[O:19])[NH:8][CH:9]([C:11]2[S:15][C:14]([C:16]([NH:60][O:59][CH:54]3[CH2:55][CH2:56][CH2:57][CH2:58][O:53]3)=[O:18])=[CH:13][CH:12]=2)[CH3:10])[CH2:2][CH2:3][CH2:4][CH2:5]1. The catalyst class is: 3.